This data is from Forward reaction prediction with 1.9M reactions from USPTO patents (1976-2016). The task is: Predict the product of the given reaction. (1) Given the reactants S(O)(O)(=O)=O.[CH3:6][NH:7][NH2:8].C[O-].[Na+].CO.O[C:15](=[C:19]1[C:24](=O)[C:23]2([CH3:29])[C:26]([CH3:28])([CH3:27])[CH:20]1[CH2:21][CH2:22]2)[C:16]([OH:18])=[O:17].OS(O)(=O)=O.[CH3:35][CH2:36]O, predict the reaction product. The product is: [CH3:6][N:7]1[C:24]2[C:23]3([CH3:29])[C:26]([CH3:28])([CH3:27])[CH:20]([CH2:21][CH2:22]3)[C:19]=2[C:15]([C:16]([O:18][CH2:35][CH3:36])=[O:17])=[N:8]1. (2) The product is: [Cl:34][C:31]1[CH:30]=[CH:29][C:28]([CH:10]([C:7]2[CH:6]=[CH:5][C:4]([C:1](=[O:3])[NH:37][CH2:38][CH3:39])=[CH:9][CH:8]=2)[N:11]2[CH2:14][C:13](=[C:15]([C:20]3[CH:25]=[C:24]([F:26])[CH:23]=[C:22]([F:27])[CH:21]=3)[S:16]([CH3:19])(=[O:17])=[O:18])[CH2:12]2)=[CH:33][CH:32]=1. Given the reactants [C:1]([C:4]1[CH:9]=[CH:8][C:7]([CH:10]([C:28]2[CH:33]=[CH:32][C:31]([Cl:34])=[CH:30][CH:29]=2)[N:11]2[CH2:14][C:13](=[C:15]([C:20]3[CH:25]=[C:24]([F:26])[CH:23]=[C:22]([F:27])[CH:21]=3)[S:16]([CH3:19])(=[O:18])=[O:17])[CH2:12]2)=[CH:6][CH:5]=1)([OH:3])=O.Cl.C[NH:37][CH:38](N=C=NCC)[CH2:39]CNC.O.OC1C2N=NNC=2C=CC=1.C(N)C, predict the reaction product.